Dataset: Full USPTO retrosynthesis dataset with 1.9M reactions from patents (1976-2016). Task: Predict the reactants needed to synthesize the given product. (1) The reactants are: F[C:2]1[CH:3]=[C:4]([CH:14]=[CH:15][C:16]=1[N+:17]([O-:19])=[O:18])[O:5][CH2:6][O:7][CH2:8][CH2:9][Si:10]([CH3:13])([CH3:12])[CH3:11].[CH2:20]([NH2:22])[CH3:21]. Given the product [CH2:20]([NH:22][C:2]1[CH:3]=[C:4]([O:5][CH2:6][O:7][CH2:8][CH2:9][Si:10]([CH3:13])([CH3:12])[CH3:11])[CH:14]=[CH:15][C:16]=1[N+:17]([O-:19])=[O:18])[CH3:21], predict the reactants needed to synthesize it. (2) Given the product [F:21][C:15]1[CH:16]=[C:17]([I:20])[CH:18]=[CH:19][C:14]=1[NH:13][C:11]1[C:5]([C:6]([NH:25][CH2:24][CH2:22][OH:23])=[O:8])=[CH:4][N:3]=[C:2]([NH:25][CH2:24][CH2:22][OH:23])[CH:12]=1, predict the reactants needed to synthesize it. The reactants are: Cl[C:2]1[CH:12]=[C:11]([NH:13][C:14]2[CH:19]=[CH:18][C:17]([I:20])=[CH:16][C:15]=2[F:21])[C:5]([C:6]([O:8]CC)=O)=[CH:4][N:3]=1.[CH2:22]([CH2:24][NH2:25])[OH:23]. (3) Given the product [CH2:1]([O:3][C:4](=[O:17])[CH2:5][O:6][C:7]1[C:12]([N+:13]([O-:15])=[O:14])=[CH:11][CH:10]=[C:9]([NH:30][CH2:29][C:28]2[CH:31]=[CH:32][C:33]([O:35][CH3:36])=[CH:34][C:27]=2[O:26][CH3:25])[N:8]=1)[CH3:2], predict the reactants needed to synthesize it. The reactants are: [CH2:1]([O:3][C:4](=[O:17])[CH2:5][O:6][C:7]1[C:12]([N+:13]([O-:15])=[O:14])=[CH:11][CH:10]=[C:9](Cl)[N:8]=1)[CH3:2].C(N(CC)CC)C.[CH3:25][O:26][C:27]1[CH:34]=[C:33]([O:35][CH3:36])[CH:32]=[CH:31][C:28]=1[CH2:29][NH2:30]. (4) Given the product [CH2:1]([C:8]1[S:12][C:11]([NH:13][C:33](=[O:34])[CH2:32][CH2:31][C:30]([C:23]2[CH:24]=[CH:25][C:26]([O:27][CH2:28][CH3:29])=[C:21]([Br:20])[CH:22]=2)=[O:36])=[N:10][C:9]=1[C:14]1[CH:19]=[CH:18][CH:17]=[CH:16][CH:15]=1)[C:2]1[CH:3]=[CH:4][CH:5]=[CH:6][CH:7]=1, predict the reactants needed to synthesize it. The reactants are: [CH2:1]([C:8]1[S:12][C:11]([NH2:13])=[N:10][C:9]=1[C:14]1[CH:19]=[CH:18][CH:17]=[CH:16][CH:15]=1)[C:2]1[CH:7]=[CH:6][CH:5]=[CH:4][CH:3]=1.[Br:20][C:21]1[CH:22]=[C:23]([C:30](=[O:36])[CH2:31][CH2:32][C:33](O)=[O:34])[CH:24]=[CH:25][C:26]=1[O:27][CH2:28][CH3:29].C1C=CC2N(O)N=NC=2C=1.CCN=C=NCCCN(C)C. (5) Given the product [Cl:46][C:47]1[CH:48]=[C:49]([NH:54][C:55]([N:57]2[CH2:62][CH2:61][N:60]([CH2:24][C@@H:25]3[O:30][CH2:29][CH2:28][N:27]([C:31]([O:33][C:34]([CH3:35])([CH3:36])[CH3:37])=[O:32])[CH2:26]3)[CH2:59][CH2:58]2)=[O:56])[CH:50]=[CH:51][C:52]=1[Cl:53], predict the reactants needed to synthesize it. The reactants are: CC(OI1(OC(C)=O)(OC(C)=O)OC(=O)C2C=CC=CC1=2)=O.O[CH2:24][C@@H:25]1[O:30][CH2:29][CH2:28][N:27]([C:31]([O:33][C:34]([CH3:37])([CH3:36])[CH3:35])=[O:32])[CH2:26]1.S([O-])([O-])(=O)=S.[Na+].[Na+].Cl.[Cl:46][C:47]1[CH:48]=[C:49]([NH:54][C:55]([N:57]2[CH2:62][CH2:61][NH:60][CH2:59][CH2:58]2)=[O:56])[CH:50]=[CH:51][C:52]=1[Cl:53].C(N(CC)C(C)C)(C)C.[BH-](OC(C)=O)(OC(C)=O)OC(C)=O.[Na+].[OH-].[Na+]. (6) Given the product [CH2:12]([O:14][C:15](=[O:19])[CH2:16][CH2:17][NH:18][C:56]([CH:53]1[CH2:52][CH2:51][N:50]([CH2:49][CH2:48][O:47][C:46]2[CH:45]=[CH:44][C:43]([O:42][C:34]3[S:33][C:37]4[CH:38]=[CH:39][CH:40]=[CH:41][C:36]=4[N:35]=3)=[CH:60][CH:59]=2)[CH2:55][CH2:54]1)=[O:57])[CH3:13], predict the reactants needed to synthesize it. The reactants are: O.ON1C2C=CC=CC=2N=N1.[CH2:12]([O:14][C:15](=[O:19])[CH2:16][CH2:17][NH2:18])[CH3:13].Cl.CN(C)CCCN=C=NCC.[K+].[S:33]1[C:37]2[CH:38]=[CH:39][CH:40]=[CH:41][C:36]=2[N:35]=[C:34]1[O:42][C:43]1[CH:60]=[CH:59][C:46]([O:47][CH2:48][CH2:49][N:50]2[CH2:55][CH2:54][CH:53]([C:56]([O-])=[O:57])[CH2:52][CH2:51]2)=[CH:45][CH:44]=1. (7) Given the product [CH3:6][C:7]([CH3:20])([CH3:19])[CH2:8][O:9][CH2:10][C:11]1[CH:12]=[CH:13][C:14]([CH2:15][NH2:16])=[CH:17][CH:18]=1, predict the reactants needed to synthesize it. The reactants are: C1COCC1.[CH3:6][C:7]([CH3:20])([CH3:19])[CH2:8][O:9][CH2:10][C:11]1[CH:18]=[CH:17][C:14]([C:15]#[N:16])=[CH:13][CH:12]=1.[H][H]. (8) Given the product [OH:12][C@H:10]1[CH2:9][CH2:8][C@@:7]([C@H:17]2[CH2:25][CH2:24][C:23]3[C:22]([CH3:26])([CH3:27])[C@H:21]([OH:28])[CH2:20][C:19]=3[C@@H:18]2[CH2:29][OH:30])([CH3:16])[C@@H:6]([CH2:5][OH:4])[CH2:11]1, predict the reactants needed to synthesize it. The reactants are: C([O:4][CH2:5][C@H:6]1[CH2:11][C@@H:10]([O:12]C(=O)C)[CH2:9][CH2:8][C@@:7]1([C@H:17]1[CH2:25][CH2:24][C:23]2[C:22]([CH3:27])([CH3:26])[C@H:21]([OH:28])[CH2:20][C:19]=2[C@@H:18]1[CH2:29][OH:30])[CH3:16])(=O)C.C[O-].[Na+].